Task: Predict the reactants needed to synthesize the given product.. Dataset: Full USPTO retrosynthesis dataset with 1.9M reactions from patents (1976-2016) (1) Given the product [Br:1][C:2]1[CH:3]=[C:4]2[C:9](=[CH:10][CH:11]=1)[N:8]1[N:13]=[N:14][N:15]=[C:7]1[CH:6]=[CH:5]2, predict the reactants needed to synthesize it. The reactants are: [Br:1][C:2]1[CH:3]=[C:4]2[C:9](=[CH:10][CH:11]=1)[N:8]=[C:7](Cl)[CH:6]=[CH:5]2.[N-:13]=[N+:14]=[N-:15].[Na+]. (2) The reactants are: [OH:1][CH:2]1[CH2:7][NH:6][C:5](=[O:8])[CH2:4][CH2:3]1.CC(C)([O-])C.[K+].F[C:16]1[CH:23]=[CH:22][C:21]([C:24]2[N:29]=[C:28]([NH:30][C:31]3[CH:36]=[CH:35][C:34]([N:37]4[CH2:42][CH2:41][N:40]([CH:43]5[CH2:46][O:45][CH2:44]5)[CH2:39][CH2:38]4)=[C:33]([O:47][CH3:48])[CH:32]=3)[N:27]=[CH:26][N:25]=2)=[CH:20][C:17]=1[C:18]#[N:19]. Given the product [OH:1][C@H:2]1[CH2:7][N:6]([C:16]2[CH:23]=[CH:22][C:21]([C:24]3[N:29]=[C:28]([NH:30][C:31]4[CH:36]=[CH:35][C:34]([N:37]5[CH2:38][CH2:39][N:40]([CH:43]6[CH2:44][O:45][CH2:46]6)[CH2:41][CH2:42]5)=[C:33]([O:47][CH3:48])[CH:32]=4)[N:27]=[CH:26][N:25]=3)=[CH:20][C:17]=2[C:18]#[N:19])[C:5](=[O:8])[CH2:4][CH2:3]1, predict the reactants needed to synthesize it.